Binary Classification. Given a miRNA mature sequence and a target amino acid sequence, predict their likelihood of interaction. From a dataset of Experimentally validated miRNA-target interactions with 360,000+ pairs, plus equal number of negative samples. The miRNA is hsa-miR-100-5p with sequence AACCCGUAGAUCCGAACUUGUG. The protein sequence of the target gene is MTSRLRALGGRINNTRTSELPKEKTRSEVICSIRFLDGLVQTFKVNKQDLGQSLLDMAYGHLGVTEKEYFGLQHGDDPVDSPRWLEASKPLRKQLKGGFPCTLHFRVRYFIPDPNTLQQEQTRHLYFLQLKMDVCEGRLTCPLNSAVVLASYAVQSHFGDFNSSIHHPGYLADSQFIPDQNDDFLSKVESLHEQHSGLKQSEAESCYINIARTLDFYGVELHGGRDLHNLDLMIGIASAGIAVYRKYICTSFYPWVNILKISFKRKKFFIHQRQKQAESREHIVAFNMLNYRSCKNLWKS.... Result: 0 (no interaction).